This data is from Full USPTO retrosynthesis dataset with 1.9M reactions from patents (1976-2016). The task is: Predict the reactants needed to synthesize the given product. (1) Given the product [F:8][C:5]1[CH:6]=[CH:7][C:2]2[B:21]([CH:19]=[CH2:20])[O:10][CH2:9][C:3]=2[CH:4]=1, predict the reactants needed to synthesize it. The reactants are: Br[C:2]1[CH:7]=[CH:6][C:5]([F:8])=[CH:4][C:3]=1[CH2:9][O:10]COC.C([Li])(C)(C)C.[CH:19]([B:21](O)O)=[CH2:20].Cl. (2) Given the product [F:54][C:2]([F:1])([F:53])[C:3]1[CH:4]=[C:5]([CH:46]=[C:47]([C:49]([F:50])([F:52])[F:51])[CH:48]=1)[CH2:6][N:7]([CH2:20][C:21]1[CH:26]=[C:25]([C:27]([F:28])([F:29])[F:30])[CH:24]=[CH:23][C:22]=1[C:31]1[CH:36]=[CH:35][CH:34]=[CH:33][C:32]=1[O:37][CH2:38][CH2:39][CH2:40][C:41]([OH:43])=[O:42])[C:8]1[N:13]=[CH:12][C:11]([N:14]2[CH2:15][CH2:16][O:17][CH2:18][CH2:19]2)=[CH:10][N:9]=1, predict the reactants needed to synthesize it. The reactants are: [F:1][C:2]([F:54])([F:53])[C:3]1[CH:4]=[C:5]([CH:46]=[C:47]([C:49]([F:52])([F:51])[F:50])[CH:48]=1)[CH2:6][N:7]([CH2:20][C:21]1[CH:26]=[C:25]([C:27]([F:30])([F:29])[F:28])[CH:24]=[CH:23][C:22]=1[C:31]1[CH:36]=[CH:35][CH:34]=[CH:33][C:32]=1[O:37][CH2:38][CH2:39][CH2:40][C:41]([O:43]CC)=[O:42])[C:8]1[N:13]=[CH:12][C:11]([N:14]2[CH2:19][CH2:18][O:17][CH2:16][CH2:15]2)=[CH:10][N:9]=1.[OH-].[Na+].Cl.C(OCC)(=O)C. (3) Given the product [Cl:1][C:2]1[N:3]=[C:4]([C:10]2[CH:11]=[N:12][CH:13]=[CH:14][CH:15]=2)[S:5][C:6]=1[N:7]([CH2:8][CH3:9])[C:18](=[O:19])[CH:17]([CH3:16])[CH2:21][S:22][CH3:23], predict the reactants needed to synthesize it. The reactants are: [Cl:1][C:2]1[N:3]=[C:4]([C:10]2[CH:11]=[N:12][CH:13]=[CH:14][CH:15]=2)[S:5][C:6]=1[NH:7][CH2:8][CH3:9].[CH3:16][CH:17]([CH2:21][S:22][CH3:23])[C:18](O)=[O:19].C(N(CC)CC)C.Cl.CN(C)CCCN=C=NCC. (4) Given the product [CH2:26]([O:33][CH2:34][N:35]1[C:36](=[O:60])[C:37]([C:3]2[C:4]3[C:9](=[N:8][CH:7]=[CH:6][CH:5]=3)[NH:1][CH:2]=2)=[C:38]([C:41]2[C:49]3[C:44](=[CH:45][CH:46]=[CH:47][CH:48]=3)[N:43]([S:50]([C:53]3[CH:58]=[CH:57][CH:56]=[CH:55][CH:54]=3)(=[O:52])=[O:51])[CH:42]=2)[C:39]1=[O:40])[C:27]1[CH:32]=[CH:31][CH:30]=[CH:29][CH:28]=1, predict the reactants needed to synthesize it. The reactants are: [NH:1]1[C:9]2[C:4](=[CH:5][CH:6]=[CH:7][N:8]=2)[CH:3]=[CH:2]1.[Li+].C[Si]([N-][Si](C)(C)C)(C)C.CCCCCC.[CH2:26]([O:33][CH2:34][N:35]1[C:39](=[O:40])[C:38]([C:41]2[C:49]3[C:44](=[CH:45][CH:46]=[CH:47][CH:48]=3)[N:43]([S:50]([C:53]3[CH:58]=[CH:57][CH:56]=[CH:55][CH:54]=3)(=[O:52])=[O:51])[CH:42]=2)=[C:37](Br)[C:36]1=[O:60])[C:27]1[CH:32]=[CH:31][CH:30]=[CH:29][CH:28]=1.[Cl-].[NH4+].